This data is from Forward reaction prediction with 1.9M reactions from USPTO patents (1976-2016). The task is: Predict the product of the given reaction. (1) Given the reactants [I:1][C:2]1[CH:11]=[CH:10][C:5]([O:6][CH2:7][C:8]#[N:9])=[CH:4][CH:3]=1.[CH2:12]([Mg]Br)[CH3:13].[OH-].[Na+], predict the reaction product. The product is: [I:1][C:2]1[CH:11]=[CH:10][C:5]([O:6][CH2:7][C:8]2([NH2:9])[CH2:13][CH2:12]2)=[CH:4][CH:3]=1. (2) Given the reactants Cl[C:2]1[C:11]2=[N:12][N:13](CC3C=CC(OC)=CC=3)[CH:14]=[C:10]2[C:9]2[CH:8]=[C:7]([O:24][CH3:25])[CH:6]=[CH:5][C:4]=2[N:3]=1.[NH2:26][C:27]1[CH:28]=[C:29]([C:33](=[O:35])[CH3:34])[CH:30]=[CH:31][CH:32]=1.Cl, predict the reaction product. The product is: [CH3:25][O:24][C:7]1[CH:6]=[CH:5][C:4]2[N:3]=[C:2]([NH:26][C:27]3[CH:28]=[C:29]([C:33](=[O:35])[CH3:34])[CH:30]=[CH:31][CH:32]=3)[C:11]3=[N:12][NH:13][CH:14]=[C:10]3[C:9]=2[CH:8]=1.